This data is from Full USPTO retrosynthesis dataset with 1.9M reactions from patents (1976-2016). The task is: Predict the reactants needed to synthesize the given product. (1) Given the product [Br:6][C:7]1[CH:8]=[C:9]2[C:14](=[C:15]([Cl:21])[C:16]=1[O:17][CH:18]([CH3:20])[CH3:19])[O:13][C:12]([CH3:23])([CH3:22])[CH:11]=[C:10]2[CH:1]([CH3:3])[CH3:2], predict the reactants needed to synthesize it. The reactants are: [CH:1]([Mg]Cl)([CH3:3])[CH3:2].[Br:6][C:7]1[CH:8]=[C:9]2[C:14](=[C:15]([Cl:21])[C:16]=1[O:17][CH:18]([CH3:20])[CH3:19])[O:13][C:12]([CH3:23])([CH3:22])[CH2:11][C:10]2=O.CN1CCCN(C)C1=O. (2) Given the product [CH3:3][O:4][C:5]1[CH:17]=[CH:16][C:8]([CH2:9][N:10]([CH2:20][C:19]#[CH:18])[C:11]([CH:13]2[CH2:14][CH2:15]2)=[O:12])=[CH:7][CH:6]=1, predict the reactants needed to synthesize it. The reactants are: [H-].[Na+].[CH3:3][O:4][C:5]1[CH:17]=[CH:16][C:8]([CH2:9][NH:10][C:11]([CH:13]2[CH2:15][CH2:14]2)=[O:12])=[CH:7][CH:6]=1.[CH2:18](Br)[C:19]#[CH:20].C1(C)C=CC=CC=1. (3) Given the product [C:5]([O:10][C:11]1[CH:12]=[CH:13][C:14]([O:17][C:2]([CH3:4])([CH3:3])[CH3:1])=[CH:15][CH:16]=1)(=[O:9])[C:6]([CH3:8])=[CH2:7], predict the reactants needed to synthesize it. The reactants are: [CH2:1]=[C:2]([CH3:4])[CH3:3].[C:5]([O:10][C:11]1[CH:16]=[CH:15][C:14]([OH:17])=[CH:13][CH:12]=1)(=[O:9])[C:6]([CH3:8])=[CH2:7].C1(C)C=CC=CC=1. (4) The reactants are: [Cl:1][C:2]1[CH:7]=[CH:6][C:5]([C:8](=O)[CH2:9][C:10]([O:12]CC)=O)=[CH:4][CH:3]=1.[NH2:16][C:17]1[NH:21][N:20]=[CH:19][C:18]=1[C:22]([O:24][CH2:25][CH3:26])=[O:23].CCOC(C)=O. Given the product [Cl:1][C:2]1[CH:3]=[CH:4][C:5]([C:8]2[CH:9]=[C:10]([OH:12])[N:21]3[N:20]=[CH:19][C:18]([C:22]([O:24][CH2:25][CH3:26])=[O:23])=[C:17]3[N:16]=2)=[CH:6][CH:7]=1, predict the reactants needed to synthesize it. (5) Given the product [CH3:8][C:7]([CH3:14])([CH2:9][C:2]#[CH:3])[C:6]([O:11][CH2:12][CH3:13])=[O:10], predict the reactants needed to synthesize it. The reactants are: [Li][CH2:2][CH2:3]CC.[C:6]([O:11][CH2:12][CH3:13])(=[O:10])[CH:7]([CH3:9])[CH3:8].[CH2:14](Br)C#C. (6) Given the product [CH3:25][C:20]1[C:21]([C:22]([NH2:24])=[O:23])=[C:17]([NH:16][C:13](=[O:15])[CH2:12][N:3]2[C:4]3[C:9](=[CH:8][CH:7]=[CH:6][CH:5]=3)[CH2:10][CH2:11][C:2]2=[O:1])[S:18][CH:19]=1, predict the reactants needed to synthesize it. The reactants are: [O:1]=[C:2]1[CH2:11][CH2:10][C:9]2[C:4](=[CH:5][CH:6]=[CH:7][CH:8]=2)[N:3]1[CH2:12][C:13]([OH:15])=O.[NH2:16][C:17]1[S:18][CH:19]=[C:20]([CH3:25])[C:21]=1[C:22]([NH2:24])=[O:23]. (7) The reactants are: Cl.Cl.[NH:3]1[CH:7]=[C:6]([CH:8]2[CH:13]=[CH:12][NH:11][CH2:10][CH2:9]2)[N:5]=[CH:4]1.C1CCN2C(=NCCC2)CC1.[Cl:25][C:26]1[CH:27]=[C:28]2[C:33](=[CH:34][CH:35]=1)[CH:32]=[C:31]([S:36]([CH2:39][CH2:40][C:41](O)=[O:42])(=[O:38])=[O:37])[CH:30]=[CH:29]2.C1C=CC2N(O)N=NC=2C=1.CCN=C=NCCCN(C)C. Given the product [Cl:25][C:26]1[CH:27]=[C:28]2[C:33](=[CH:34][CH:35]=1)[CH:32]=[C:31]([S:36]([CH2:39][CH2:40][C:41]([N:11]1[CH2:10][CH:9]=[C:8]([C:6]3[N:5]=[CH:4][NH:3][CH:7]=3)[CH2:13][CH2:12]1)=[O:42])(=[O:37])=[O:38])[CH:30]=[CH:29]2, predict the reactants needed to synthesize it. (8) Given the product [CH2:16]([S:15][C:11]([O:12][CH2:13][O:8][C:7]([CH:1]1[CH2:6][CH2:5][CH2:4][CH2:3][CH2:2]1)=[O:9])=[O:18])[CH3:17], predict the reactants needed to synthesize it. The reactants are: [CH:1]1([C:7]([OH:9])=[O:8])[CH2:6][CH2:5][CH2:4][CH2:3][CH2:2]1.O.[C:11](=[O:18])([S:15][CH2:16][CH3:17])[O:12][CH2:13]I. (9) The reactants are: [CH:1]1([C:5]([NH:7][C:8]2[CH:13]=[CH:12][C:11]([CH:14]3[C:23]([CH3:25])([CH3:24])[CH2:22][C:21]4[C:16](=[CH:17][CH:18]=[C:19]([C:26]([O:28]C)=[O:27])[CH:20]=4)[NH:15]3)=[CH:10][CH:9]=2)=[O:6])[CH2:4][CH2:3][CH2:2]1.[OH-].[Na+]. Given the product [CH:1]1([C:5]([NH:7][C:8]2[CH:13]=[CH:12][C:11]([CH:14]3[C:23]([CH3:25])([CH3:24])[CH2:22][C:21]4[C:16](=[CH:17][CH:18]=[C:19]([C:26]([OH:28])=[O:27])[CH:20]=4)[NH:15]3)=[CH:10][CH:9]=2)=[O:6])[CH2:4][CH2:3][CH2:2]1, predict the reactants needed to synthesize it. (10) Given the product [NH2:25][C:26]1[C:27]([C:32]([NH:1][CH2:2][C@H:3]2[C@H:9]([C:10]3[CH:15]=[CH:14][C:13]([Cl:16])=[C:12]([F:17])[CH:11]=3)[O:8][CH2:7][CH2:6][N:5]([C:18]([O:20][C:21]([CH3:24])([CH3:23])[CH3:22])=[O:19])[CH2:4]2)=[O:33])=[N:28][CH:29]=[CH:30][CH:31]=1, predict the reactants needed to synthesize it. The reactants are: [NH2:1][CH2:2][C@H:3]1[C@H:9]([C:10]2[CH:15]=[CH:14][C:13]([Cl:16])=[C:12]([F:17])[CH:11]=2)[O:8][CH2:7][CH2:6][N:5]([C:18]([O:20][C:21]([CH3:24])([CH3:23])[CH3:22])=[O:19])[CH2:4]1.[NH2:25][C:26]1[C:27]([C:32](O)=[O:33])=[N:28][CH:29]=[CH:30][CH:31]=1.